Predict the product of the given reaction. From a dataset of Forward reaction prediction with 1.9M reactions from USPTO patents (1976-2016). (1) Given the reactants [Cl:1][C:2]1[CH:3]=[C:4]([C:8]#[C:9][C:10]2[CH2:14][C:13]3([CH2:18][CH2:17][N:16]([C:19](N)=O)[CH2:15]3)[O:12][N:11]=2)[CH:5]=[CH:6][CH:7]=1.ClC1C=C(C#CC2CC3(CCNC3)ON=2)C=CC=1.[Cl:40][C:41]1[CH:42]=[C:43]([CH:47]=[CH:48][CH:49]=1)[C:44](Cl)=[O:45].CN=C=O, predict the reaction product. The product is: [Cl:40][C:41]1[CH:42]=[C:43]([C:44]([N:16]2[CH2:19][CH2:15][C:13]3([CH2:14][C:10]([C:9]#[C:8][C:4]4[CH:5]=[CH:6][CH:7]=[C:2]([Cl:1])[CH:3]=4)=[N:11][O:12]3)[CH2:18][CH2:17]2)=[O:45])[CH:47]=[CH:48][CH:49]=1. (2) Given the reactants Cl[C:2]1[N:19]=[N:18][C:5]2[CH2:6][CH2:7][N:8]3[C:16]4[CH:15]=[CH:14][CH:13]=[C:12]([F:17])[C:11]=4[CH:10]=[C:9]3[C:4]=2[CH:3]=1.[F:20][C:21]1[CH:26]=[CH:25][C:24]([C:27]2[O:28][C:29]3[CH:39]=[C:38]([N:40]([CH3:45])[S:41]([CH3:44])(=[O:43])=[O:42])[C:37](B(O)O)=[CH:36][C:30]=3[C:31]=2[C:32](=[O:35])[NH:33][CH3:34])=[CH:23][CH:22]=1.[O-]P([O-])([O-])=O.[K+].[K+].[K+], predict the reaction product. The product is: [F:17][C:12]1[C:11]2[CH:10]=[C:9]3[C:4]4[CH:3]=[C:2]([C:37]5[C:38]([N:40]([CH3:45])[S:41]([CH3:44])(=[O:43])=[O:42])=[CH:39][C:29]6[O:28][C:27]([C:24]7[CH:25]=[CH:26][C:21]([F:20])=[CH:22][CH:23]=7)=[C:31]([C:32]([NH:33][CH3:34])=[O:35])[C:30]=6[CH:36]=5)[N:19]=[N:18][C:5]=4[CH2:6][CH2:7][N:8]3[C:16]=2[CH:15]=[CH:14][CH:13]=1. (3) The product is: [CH:15]1([C@H:7]2[C@H:6]([CH3:18])[C@@H:5]([NH:19][C:20]3[N:21]=[CH:22][CH:23]=[CH:24][N:25]=3)[C:4]3[C:9](=[CH:10][CH:11]=[C:2]([C:34]4[CH:35]=[N:36][NH:37][CH:38]=4)[CH:3]=3)[N:8]2[C:12](=[O:14])[CH3:13])[CH2:17][CH2:16]1. Given the reactants Br[C:2]1[CH:3]=[C:4]2[C:9](=[CH:10][CH:11]=1)[N:8]([C:12](=[O:14])[CH3:13])[C@@H:7]([CH:15]1[CH2:17][CH2:16]1)[C@H:6]([CH3:18])[C@H:5]2[NH:19][C:20]1[N:25]=[CH:24][CH:23]=[CH:22][N:21]=1.CC1(C)C(C)(C)OB([C:34]2[CH:35]=[N:36][N:37](C(OC(C)(C)C)=O)[CH:38]=2)O1.C(=O)([O-])[O-].[K+].[K+], predict the reaction product. (4) Given the reactants [Br:1][C:2]1[CH:7]=[CH:6][C:5]([C:8]2([CH3:11])[CH2:10][O:9]2)=[CH:4][CH:3]=1.[OH-].[Na+].[NH:14]1[CH:18]=[N:17][CH:16]=[N:15]1.[NH4+].[Cl-], predict the reaction product. The product is: [Br:1][C:2]1[CH:7]=[CH:6][C:5]([C:8]([OH:9])([CH3:11])[CH2:10][N:14]2[CH:18]=[N:17][CH:16]=[N:15]2)=[CH:4][CH:3]=1. (5) Given the reactants [F:1][C:2]1[CH:31]=[C:30]([N+:32]([O-])=O)[CH:29]=[CH:28][C:3]=1[O:4][C:5]1[CH:10]=[CH:9][N:8]=[CH:7][C:6]=1[C:11]#[C:12][CH2:13][NH:14][C:15]([N:17]1[CH2:21][CH2:20][CH2:19][C@H:18]1[CH2:22][N:23]1[CH2:27][CH2:26][CH2:25][CH2:24]1)=[O:16].[NH4+].[Cl-], predict the reaction product. The product is: [NH2:32][C:30]1[CH:29]=[CH:28][C:3]([O:4][C:5]2[CH:10]=[CH:9][N:8]=[CH:7][C:6]=2[C:11]#[C:12][CH2:13][NH:14][C:15]([N:17]2[CH2:21][CH2:20][CH2:19][C@H:18]2[CH2:22][N:23]2[CH2:24][CH2:25][CH2:26][CH2:27]2)=[O:16])=[C:2]([F:1])[CH:31]=1. (6) The product is: [C:27]([O:31][C:32](=[O:46])[NH:33][C@@H:34]1[C@@H:38]([N:39]2[CH2:44][CH2:43][CH2:42][CH2:41][C:40]2=[O:45])[CH2:37][N:36]([C:2]2[N:7]=[CH:6][C:5]([O:8][CH2:9][CH2:10][C@H:11]([CH:13]3[CH2:18][CH2:17][N:16]([C:19]4[O:23][N:22]=[C:21]([CH:24]([CH3:26])[CH3:25])[N:20]=4)[CH2:15][CH2:14]3)[CH3:12])=[CH:4][N:3]=2)[CH2:35]1)([CH3:30])([CH3:28])[CH3:29]. Given the reactants Cl[C:2]1[N:7]=[CH:6][C:5]([O:8][CH2:9][CH2:10][C@H:11]([CH:13]2[CH2:18][CH2:17][N:16]([C:19]3[O:23][N:22]=[C:21]([CH:24]([CH3:26])[CH3:25])[N:20]=3)[CH2:15][CH2:14]2)[CH3:12])=[CH:4][N:3]=1.[C:27]([O:31][C:32](=[O:46])[NH:33][C@@H:34]1[C@@H:38]([N:39]2[CH2:44][CH2:43][CH2:42][CH2:41][C:40]2=[O:45])[CH2:37][NH:36][CH2:35]1)([CH3:30])([CH3:29])[CH3:28].C1CCN2C(=NCCC2)CC1, predict the reaction product.